This data is from Reaction yield outcomes from USPTO patents with 853,638 reactions. The task is: Predict the reaction yield, written as a fraction of the theoretical maximum amount of product (1.0 means a 100% yield; for example, 0.34 means a 34% yield). (1) The yield is 0.560. The reactants are [NH2:1][C@H:2]([CH2:21][OH:22])[CH2:3][CH2:4][C:5]1[CH:10]=[CH:9][C:8]([NH:11][C:12](=[O:20])[C:13]2[CH:18]=[CH:17][C:16]([Cl:19])=[CH:15][CH:14]=2)=[CH:7][CH:6]=1.C([O-])(=O)C.[Na+].[N:28]#[C:29]Br.[OH-].[Na+]. The product is [NH2:28][C:29]1[O:22][CH2:21][C@H:2]([CH2:3][CH2:4][C:5]2[CH:6]=[CH:7][C:8]([NH:11][C:12](=[O:20])[C:13]3[CH:18]=[CH:17][C:16]([Cl:19])=[CH:15][CH:14]=3)=[CH:9][CH:10]=2)[N:1]=1. The catalyst is CO. (2) The catalyst is CCOC(C)=O. The reactants are [CH2:1]([C:5]1[NH:6][C:7]2[C:12]([CH:13]=1)=[C:11]([C:14]([F:17])([F:16])[F:15])[C:10]([C:18]#[N:19])=[CH:9][CH:8]=2)[CH2:2][CH2:3][CH3:4].Cl[CH2:21][C:22]1[N:26]=[C:25]([C:27]2[CH:32]=[CH:31][CH:30]=[C:29]([C:33]([F:36])([F:35])[F:34])[CH:28]=2)[O:24][N:23]=1.C([O-])([O-])=O.[Cs+].[Cs+].CC#N. The product is [CH2:1]([C:5]1[N:6]([CH2:21][C:22]2[N:26]=[C:25]([C:27]3[CH:32]=[CH:31][CH:30]=[C:29]([C:33]([F:36])([F:34])[F:35])[CH:28]=3)[O:24][N:23]=2)[C:7]2[C:12]([CH:13]=1)=[C:11]([C:14]([F:16])([F:17])[F:15])[C:10]([C:18]#[N:19])=[CH:9][CH:8]=2)[CH2:2][CH2:3][CH3:4]. The yield is 0.760. (3) The reactants are [NH2:1][C:2]1[C:3]([C:17]([O:19]C)=[O:18])=[N:4][C:5]([C:9]2[C:14]([F:15])=[CH:13][CH:12]=[CH:11][C:10]=2[F:16])=[C:6]([F:8])[CH:7]=1.O.[OH-].[Li+].C1COCC1.Cl. The catalyst is O. The product is [NH2:1][C:2]1[C:3]([C:17]([OH:19])=[O:18])=[N:4][C:5]([C:9]2[C:14]([F:15])=[CH:13][CH:12]=[CH:11][C:10]=2[F:16])=[C:6]([F:8])[CH:7]=1. The yield is 0.860. (4) The reactants are [CH:1](NC(C)C)(C)C.C([Li])CCC.[Cl:13][C:14]1[CH:15]=[N:16][CH:17]=[C:18]([Cl:20])[CH:19]=1.CI. The catalyst is C1COCC1.O. The product is [Cl:13][C:14]1[C:15]([CH3:1])=[N:16][CH:17]=[C:18]([Cl:20])[CH:19]=1. The yield is 0.910. (5) The reactants are [CH2:1]([O:3][C:4]([CH:6]1[CH2:11][CH2:10][CH2:9][CH2:8][N:7]1[C:12]1[CH:17]=[C:16]([N:18](C(OC(C)(C)C)=O)[CH2:19][CH2:20][C:21]2[CH:26]=[CH:25][C:24]([O:27][C:28]([F:31])([F:30])[F:29])=[CH:23][CH:22]=2)[N:15]=[C:14]([O:39][CH3:40])[N:13]=1)=[O:5])[CH3:2].[ClH:41]. The catalyst is O1CCOCC1. The product is [ClH:41].[CH2:1]([O:3][C:4]([CH:6]1[CH2:11][CH2:10][CH2:9][CH2:8][N:7]1[C:12]1[CH:17]=[C:16]([NH:18][CH2:19][CH2:20][C:21]2[CH:22]=[CH:23][C:24]([O:27][C:28]([F:31])([F:29])[F:30])=[CH:25][CH:26]=2)[N:15]=[C:14]([O:39][CH3:40])[N:13]=1)=[O:5])[CH3:2]. The yield is 0.870. (6) The reactants are [CH2:1]1[CH:9]2[CH:4]([C:5](=[O:10])[CH2:6][CH2:7][CH2:8]2)[CH2:3][CH2:2]1.[Li+].CC([N-]C(C)C)C.[CH3:19][Si:20](Cl)([CH3:22])[CH3:21]. The catalyst is C1COCC1. The product is [CH2:1]1[CH:9]2[CH:4]([C:5]([O:10][Si:20]([CH3:22])([CH3:21])[CH3:19])=[CH:6][CH2:7][CH2:8]2)[CH2:3][CH2:2]1. The yield is 1.00.